From a dataset of Forward reaction prediction with 1.9M reactions from USPTO patents (1976-2016). Predict the product of the given reaction. Given the reactants [Cl:1][C:2]1[CH:3]=[CH:4][C:5]([C:8]([OH:10])=O)=[N:6][CH:7]=1.CCN(C(C)C)C(C)C.F[P-](F)(F)(F)(F)F.N1(OC(N(C)C)=[N+](C)C)C2N=CC=CC=2N=N1.[NH2:44][C:45]1[CH:46]=[CH:47][C:48]([F:61])=[C:49]([C:51]2([CH:58]3[CH2:60][CH2:59]3)[NH:56][C:55](=[S:57])[CH2:54][O:53][CH2:52]2)[CH:50]=1.C(=O)([O-])O.[Na+], predict the reaction product. The product is: [CH:58]1([C:51]2([C:49]3[CH:50]=[C:45]([NH:44][C:8]([C:5]4[CH:4]=[CH:3][C:2]([Cl:1])=[CH:7][N:6]=4)=[O:10])[CH:46]=[CH:47][C:48]=3[F:61])[CH2:52][O:53][CH2:54][C:55](=[S:57])[NH:56]2)[CH2:60][CH2:59]1.